Dataset: Forward reaction prediction with 1.9M reactions from USPTO patents (1976-2016). Task: Predict the product of the given reaction. (1) The product is: [F:1][C:2]1[CH:3]=[C:4]([CH:29]=[CH:30][CH:31]=1)[CH2:5][N:6]1[C:14]2[C:9](=[CH:10][C:11]([NH:15][C:16]3[C:25]4[C:20](=[CH:21][CH:22]=[C:23]([NH2:26])[CH:24]=4)[N:19]=[CH:18][N:17]=3)=[CH:12][CH:13]=2)[CH:8]=[N:7]1. Given the reactants [F:1][C:2]1[CH:3]=[C:4]([CH:29]=[CH:30][CH:31]=1)[CH2:5][N:6]1[C:14]2[C:9](=[CH:10][C:11]([NH:15][C:16]3[C:25]4[C:20](=[CH:21][CH:22]=[C:23]([N+:26]([O-])=O)[CH:24]=4)[N:19]=[CH:18][N:17]=3)=[CH:12][CH:13]=2)[CH:8]=[N:7]1.Cl.[OH-].[Na+], predict the reaction product. (2) Given the reactants C(=O)([O-])[O-].[Na+].[Na+].Br[C:8]1[CH:9]=[N:10][C:11]([N:14]2[C:22]3[C:17](=[CH:18][CH:19]=[C:20]([C:23]([O:25][CH3:26])=[O:24])[CH:21]=3)[C:16]([S:27][CH3:28])=[CH:15]2)=[N:12][CH:13]=1.[CH3:29][O:30][C:31]1[CH:32]=[C:33](B(O)O)[CH:34]=[CH:35][CH:36]=1.C(O)C, predict the reaction product. The product is: [CH3:29][O:30][C:31]1[CH:36]=[C:35]([C:8]2[CH:9]=[N:10][C:11]([N:14]3[C:22]4[C:17](=[CH:18][CH:19]=[C:20]([C:23]([O:25][CH3:26])=[O:24])[CH:21]=4)[C:16]([S:27][CH3:28])=[CH:15]3)=[N:12][CH:13]=2)[CH:34]=[CH:33][CH:32]=1.